This data is from Catalyst prediction with 721,799 reactions and 888 catalyst types from USPTO. The task is: Predict which catalyst facilitates the given reaction. (1) Reactant: [NH2:1][C:2]1[C:7]([C:8]#[N:9])=[CH:6][N:5]=[C:4](Cl)[N:3]=1.[C:11]([O:15][C:16]([N:18]1[CH2:22][CH2:21][CH:20]([NH2:23])[CH2:19]1)=[O:17])([CH3:14])([CH3:13])[CH3:12].CCN(C(C)C)C(C)C. Product: [NH2:1][C:2]1[C:7]([C:8]#[N:9])=[CH:6][N:5]=[C:4]([NH:23][CH:20]2[CH2:21][CH2:22][N:18]([C:16]([O:15][C:11]([CH3:14])([CH3:13])[CH3:12])=[O:17])[CH2:19]2)[N:3]=1. The catalyst class is: 1. (2) Reactant: [O:1]1[C:6]2[CH:7]=[CH:8][CH:9]=[CH:10][C:5]=2[O:4][CH2:3][C@@H:2]1[C:11]([N:13]1[CH2:18][CH2:17][CH2:16][C@H:15]([C:19]2[CH:24]=[CH:23][CH:22]=[C:21]([F:25])[CH:20]=2)[CH2:14]1)=O. Product: [O:1]1[C:6]2[CH:7]=[CH:8][CH:9]=[CH:10][C:5]=2[O:4][CH2:3][C@@H:2]1[CH2:11][N:13]1[CH2:18][CH2:17][CH2:16][C@H:15]([C:19]2[CH:24]=[CH:23][CH:22]=[C:21]([F:25])[CH:20]=2)[CH2:14]1. The catalyst class is: 1. (3) Reactant: [CH3:1][NH:2][C@H:3]([C:7]([NH:9][C@H:10]([C:14]([N:16]([C@@H:18]([C@@H:57]([CH3:60])[CH2:58][CH3:59])[C@H:19]([O:55][CH3:56])[CH2:20][C:21]([N:23]1[CH2:27][CH2:26][CH2:25][C@H:24]1[C@H:28]([O:53][CH3:54])[C@@H:29]([CH3:52])[C:30](=[O:51])[NH:31][C@H:32]([C:40]1[O:41][C:42]([C:45]2[CH:50]=[CH:49][CH:48]=[CH:47][CH:46]=2)=[N:43][N:44]=1)[CH2:33][C:34]1[CH:39]=[CH:38][CH:37]=[CH:36][CH:35]=1)=[O:22])[CH3:17])=[O:15])[CH:11]([CH3:13])[CH3:12])=[O:8])[CH:4]([CH3:6])[CH3:5].O=[CH:62][CH2:63][CH2:64][CH2:65][CH2:66][C:67]([OH:69])=[O:68].C(O)(=O)C.FC(F)(F)C(O)=O. Product: [C:67]([CH2:66][CH2:65][CH2:64][CH2:63][CH2:62][N:2]([CH3:1])[C@H:3]([C:7]([NH:9][C@H:10]([C:14]([N:16]([C@@H:18]([C@@H:57]([CH3:60])[CH2:58][CH3:59])[C@H:19]([O:55][CH3:56])[CH2:20][C:21]([N:23]1[CH2:27][CH2:26][CH2:25][C@H:24]1[C@H:28]([O:53][CH3:54])[C@@H:29]([CH3:52])[C:30](=[O:51])[NH:31][C@H:32]([C:40]1[O:41][C:42]([C:45]2[CH:46]=[CH:47][CH:48]=[CH:49][CH:50]=2)=[N:43][N:44]=1)[CH2:33][C:34]1[CH:35]=[CH:36][CH:37]=[CH:38][CH:39]=1)=[O:22])[CH3:17])=[O:15])[CH:11]([CH3:13])[CH3:12])=[O:8])[CH:4]([CH3:5])[CH3:6])([OH:69])=[O:68]. The catalyst class is: 5. (4) Reactant: [C:1]([O:5][C:6]([N:8]1[CH2:13][CH2:12][CH:11]([C:14]2[CH:22]=[CH:21][C:17]([C:18](O)=[O:19])=[CH:16][CH:15]=2)[CH2:10][CH2:9]1)=[O:7])([CH3:4])([CH3:3])[CH3:2].O[N:24]1C2C=CC=CC=2N=N1.Cl.C(N=C=NCCCN(C)C)C.O. Product: [NH2:24][C:18]([C:17]1[CH:21]=[CH:22][C:14]([CH:11]2[CH2:12][CH2:13][N:8]([C:6]([O:5][C:1]([CH3:4])([CH3:3])[CH3:2])=[O:7])[CH2:9][CH2:10]2)=[CH:15][CH:16]=1)=[O:19]. The catalyst class is: 4. (5) Reactant: [CH:1]([C:3]1[CH:21]=[CH:20][C:6]([O:7][C:8]2[CH:13]=[CH:12][C:11]([N+:14]([O-])=O)=[CH:10][C:9]=2[N+:17]([O-])=O)=[CH:5][CH:4]=1)=[CH2:2].[Sn](Cl)Cl.Cl.[OH-].[K+]. Product: [CH:1]([C:3]1[CH:21]=[CH:20][C:6]([O:7][C:8]2[CH:13]=[CH:12][C:11]([NH2:14])=[CH:10][C:9]=2[NH2:17])=[CH:5][CH:4]=1)=[CH2:2]. The catalyst class is: 199. (6) Reactant: [F:1][C:2]1[CH:38]=[C:37]([N+:39]([O-])=O)[CH:36]=[CH:35][C:3]=1[O:4][C:5]1[CH:10]=[CH:9][N:8]=[C:7]2[CH:11]=[C:12]([C:14]3[CH:34]=[CH:33][C:17]([CH2:18][N:19]([CH2:23][CH2:24][O:25][CH2:26][CH2:27][O:28][CH2:29][CH2:30][O:31][CH3:32])[C:20](=[O:22])[CH3:21])=[CH:16][CH:15]=3)[S:13][C:6]=12.[Cl-].[NH4+]. Product: [NH2:39][C:37]1[CH:36]=[CH:35][C:3]([O:4][C:5]2[CH:10]=[CH:9][N:8]=[C:7]3[CH:11]=[C:12]([C:14]4[CH:15]=[CH:16][C:17]([CH2:18][N:19]([CH2:23][CH2:24][O:25][CH2:26][CH2:27][O:28][CH2:29][CH2:30][O:31][CH3:32])[C:20](=[O:22])[CH3:21])=[CH:33][CH:34]=4)[S:13][C:6]=23)=[C:2]([F:1])[CH:38]=1. The catalyst class is: 406. (7) Reactant: Br[C:2]1[C:3]([O:11][CH3:12])=[C:4]([C:7]([F:10])=[CH:8][CH:9]=1)[C:5]#[N:6].[CH2:13](O)[CH3:14]. Product: [CH:13]([C:2]1[C:3]([O:11][CH3:12])=[C:4]([C:7]([F:10])=[CH:8][CH:9]=1)[C:5]#[N:6])=[CH2:14]. The catalyst class is: 462.